From a dataset of Full USPTO retrosynthesis dataset with 1.9M reactions from patents (1976-2016). Predict the reactants needed to synthesize the given product. Given the product [Br:1][C:2]1[CH:11]=[CH:10][CH:9]=[C:8]2[C:3]=1[N:4]=[C:5]([NH:14][C:15]([CH3:18])([CH3:17])[CH3:16])[C:6]([CH2:12][OH:13])=[N:7]2, predict the reactants needed to synthesize it. The reactants are: [Br:1][C:2]1[CH:11]=[CH:10][CH:9]=[C:8]2[C:3]=1[N:4]=[C:5]([NH:14][C:15]([CH3:18])([CH3:17])[CH3:16])[C:6]([CH:12]=[O:13])=[N:7]2.[Na].CO.C([O-])(O)=O.[Na+].